This data is from Peptide-MHC class I binding affinity with 185,985 pairs from IEDB/IMGT. The task is: Regression. Given a peptide amino acid sequence and an MHC pseudo amino acid sequence, predict their binding affinity value. This is MHC class I binding data. (1) The peptide sequence is ASPPSRSM. The MHC is Mamu-A01 with pseudo-sequence Mamu-A01. The binding affinity (normalized) is 0.776. (2) The peptide sequence is VPAMFTAAL. The MHC is BoLA-AW10 with pseudo-sequence BoLA-AW10. The binding affinity (normalized) is 0.298. (3) The peptide sequence is SVNASKTINA. The MHC is HLA-A02:01 with pseudo-sequence HLA-A02:01. The binding affinity (normalized) is 0.0879.